Dataset: TCR-epitope binding with 47,182 pairs between 192 epitopes and 23,139 TCRs. Task: Binary Classification. Given a T-cell receptor sequence (or CDR3 region) and an epitope sequence, predict whether binding occurs between them. (1) The epitope is RTLNAWVKV. The TCR CDR3 sequence is CASSLGDRAFRNIQYF. Result: 0 (the TCR does not bind to the epitope). (2) The epitope is GTITSGWTF. The TCR CDR3 sequence is CSVPGTGGYEQYF. Result: 0 (the TCR does not bind to the epitope). (3) The epitope is LLFNKVTLA. The TCR CDR3 sequence is CASSLASGGVNEQFF. Result: 0 (the TCR does not bind to the epitope). (4) The epitope is NLVPMVATV. The TCR CDR3 sequence is CASSRGTGELFF. Result: 1 (the TCR binds to the epitope). (5) The epitope is KRWIIMGLNK. The TCR CDR3 sequence is CASSLKGISSYNEQFF. Result: 0 (the TCR does not bind to the epitope). (6) The epitope is ELAGIGILTV. The TCR CDR3 sequence is CATSGDPHADTQYF. Result: 0 (the TCR does not bind to the epitope). (7) The epitope is EEHVQIHTI. The TCR CDR3 sequence is CASSFGIPYEQYF. Result: 0 (the TCR does not bind to the epitope). (8) The epitope is YLNTLTLAV. The TCR CDR3 sequence is CASSATDFFNNSPLHF. Result: 1 (the TCR binds to the epitope). (9) The epitope is KTSVDCTMYI. The TCR CDR3 sequence is CSVENRGLEGLHEQFF. Result: 0 (the TCR does not bind to the epitope). (10) The epitope is IVDTVSALV. The TCR CDR3 sequence is CASSMRSGSKQYF. Result: 0 (the TCR does not bind to the epitope).